From a dataset of Forward reaction prediction with 1.9M reactions from USPTO patents (1976-2016). Predict the product of the given reaction. Given the reactants [Br:1][C:2]1[CH:7]=[CH:6][N:5]=[C:4]([C:8]([OH:10])=[O:9])[CH:3]=1.[CH3:11][Si](C=[N+]=[N-])(C)C, predict the reaction product. The product is: [Br:1][C:2]1[CH:7]=[CH:6][N:5]=[C:4]([C:8]([O:10][CH3:11])=[O:9])[CH:3]=1.